The task is: Predict the reaction yield, written as a fraction of the theoretical maximum amount of product (1.0 means a 100% yield; for example, 0.34 means a 34% yield).. This data is from Reaction yield outcomes from USPTO patents with 853,638 reactions. The reactants are [Br:1][C:2]1[C:7]([O:8][CH3:9])=[CH:6][C:5]([C:10]2[O:14][N:13]=[C:12]([CH:15]([O:31]C(OCC)C)[CH:16]([C:19]3[CH:24]=[CH:23][C:22]([N:25]4[CH2:30][CH2:29][O:28][CH2:27][CH2:26]4)=[CH:21][CH:20]=3)[O:17][CH3:18])[N:11]=2)=[CH:4][C:3]=1[O:37][CH3:38].C1(C)C=CC(S([O-])(=O)=O)=CC=1.[NH+]1C=CC=CC=1. The catalyst is CO. The product is [Br:1][C:2]1[C:3]([O:37][CH3:38])=[CH:4][C:5]([C:10]2[O:14][N:13]=[C:12]([CH:15]([OH:31])[CH:16]([O:17][CH3:18])[C:19]3[CH:24]=[CH:23][C:22]([N:25]4[CH2:30][CH2:29][O:28][CH2:27][CH2:26]4)=[CH:21][CH:20]=3)[N:11]=2)=[CH:6][C:7]=1[O:8][CH3:9]. The yield is 0.790.